This data is from Peptide-MHC class II binding affinity with 134,281 pairs from IEDB. The task is: Regression. Given a peptide amino acid sequence and an MHC pseudo amino acid sequence, predict their binding affinity value. This is MHC class II binding data. (1) The peptide sequence is SNKAFAEGLSGEPKG. The MHC is DRB1_1602 with pseudo-sequence DRB1_1602. The binding affinity (normalized) is 0.312. (2) The peptide sequence is KAAVAAAASVPAADK. The MHC is HLA-DPA10103-DPB10201 with pseudo-sequence HLA-DPA10103-DPB10201. The binding affinity (normalized) is 0.0503. (3) The binding affinity (normalized) is 0.207. The peptide sequence is VADAYITLVTLPKSS. The MHC is DRB1_1201 with pseudo-sequence DRB1_1201. (4) The peptide sequence is KEFIRCLALPFRGYL. The MHC is DRB1_0701 with pseudo-sequence DRB1_0701. The binding affinity (normalized) is 0.797. (5) The peptide sequence is YDKFLINVSTVLTGK. The MHC is DRB1_1001 with pseudo-sequence DRB1_1001. The binding affinity (normalized) is 0.637. (6) The peptide sequence is AAATAGTTVYGAFMA. The MHC is HLA-DPA10103-DPB10601 with pseudo-sequence HLA-DPA10103-DPB10601. The binding affinity (normalized) is 0.0907.